From a dataset of Catalyst prediction with 721,799 reactions and 888 catalyst types from USPTO. Predict which catalyst facilitates the given reaction. (1) Reactant: [C:1]([C:3]1[CH:12]=[C:11]2[C:6]([CH2:7][CH2:8][N:9]([CH2:13][CH2:14][C:15]([O:17][C:18]([CH3:21])([CH3:20])[CH3:19])=[O:16])[CH2:10]2)=[CH:5][CH:4]=1)#[N:2].[NH2:22][OH:23]. Product: [NH2:2][C:1](=[N:22][OH:23])[C:3]1[CH:12]=[C:11]2[C:6]([CH2:7][CH2:8][N:9]([CH2:13][CH2:14][C:15]([O:17][C:18]([CH3:21])([CH3:20])[CH3:19])=[O:16])[CH2:10]2)=[CH:5][CH:4]=1. The catalyst class is: 14. (2) Reactant: Cl.[N:2]1[CH:7]=[CH:6][CH:5]=[CH:4][C:3]=1[C:8](Cl)=[O:9].Cl.[CH3:12][O:13][C:14](=[O:21])[CH:15]([NH2:20])[C:16]([O:18][CH3:19])=[O:17].C(N(CC)CC)C.C(=O)([O-])O.[Na+]. Product: [CH3:12][O:13][C:14](=[O:21])[CH:15]([NH:20][C:8]([C:3]1[CH:4]=[CH:5][CH:6]=[CH:7][N:2]=1)=[O:9])[C:16]([O:18][CH3:19])=[O:17]. The catalyst class is: 4. (3) Reactant: Cl.[CH3:2][NH:3][O:4][CH3:5].C([C:8]1[CH:13]=[CH:12][C:11]([C:14]2[CH:22]3[CH:17]([NH:18][C:19](=[O:26])[C:20]([C:24]#[N:25])=[C:21]3[OH:23])[S:16][CH:15]=2)=[CH:10][CH:9]=1)=O.[C:27]([O-:30])(=[O:29])C.[Na+]. Product: [C:24]([C:20]1[C:19](=[O:26])[NH:18][CH:17]2[S:16][CH:15]=[C:14]([C:11]3[CH:10]=[CH:9][C:8]([CH:2]=[N:3][O:4][CH2:5][C:27]([OH:30])=[O:29])=[CH:13][CH:12]=3)[CH:22]2[C:21]=1[OH:23])#[N:25]. The catalyst class is: 6. (4) Reactant: [F:1][C:2]1[CH:3]=[C:4]2[C:8](=[CH:9][CH:10]=1)[NH:7][CH:6]=[C:5]2[C:11](=[O:21])[CH2:12][CH2:13][CH2:14][N:15]1[CH2:20][CH2:19][NH:18][CH2:17][CH2:16]1.[CH3:22][C:23]([O:26][C:27](O[C:27]([O:26][C:23]([CH3:25])([CH3:24])[CH3:22])=[O:28])=[O:28])([CH3:25])[CH3:24].ClCCl.CO. Product: [C:23]([O:26][C:27]([N:18]1[CH2:17][CH2:16][N:15]([CH2:14][CH2:13][CH2:12][C:11]([C:5]2[C:4]3[C:8](=[CH:9][CH:10]=[C:2]([F:1])[CH:3]=3)[NH:7][CH:6]=2)=[O:21])[CH2:20][CH2:19]1)=[O:28])([CH3:25])([CH3:24])[CH3:22]. The catalyst class is: 4. (5) Reactant: [CH2:1]([C:8]1([CH2:22][N:23]([CH3:25])[CH3:24])[CH2:13][CH2:12][C:11]([C:16]2[CH:21]=[CH:20][CH:19]=[CH:18][CH:17]=2)([NH:14][CH3:15])[CH2:10][CH2:9]1)[C:2]1[CH:7]=[CH:6][CH:5]=[CH:4][CH:3]=1.C=O.[C:28](B)#N.[Na].C(O)(=O)C. The catalyst class is: 10. Product: [CH2:1]([C:8]1([CH2:22][N:23]([CH3:25])[CH3:24])[CH2:13][CH2:12][C:11]([N:14]([CH3:28])[CH3:15])([C:16]2[CH:21]=[CH:20][CH:19]=[CH:18][CH:17]=2)[CH2:10][CH2:9]1)[C:2]1[CH:3]=[CH:4][CH:5]=[CH:6][CH:7]=1.